This data is from Catalyst prediction with 721,799 reactions and 888 catalyst types from USPTO. The task is: Predict which catalyst facilitates the given reaction. Reactant: Cl.N[CH2:3][CH2:4][CH2:5][CH:6]=[C:7]([CH3:11])[C:8]([NH2:10])=[O:9].C(OC(=O)CC)(=O)CC.C(N(CC)CC)C. Product: [C:8]([NH2:10])(=[O:9])[CH2:7][CH3:6].[CH2:5]([CH:6]=[C:7]([CH3:11])[C:8]([NH2:10])=[O:9])[CH2:4][CH3:3]. The catalyst class is: 5.